Predict the reaction yield, written as a fraction of the theoretical maximum amount of product (1.0 means a 100% yield; for example, 0.34 means a 34% yield). From a dataset of Reaction yield outcomes from USPTO patents with 853,638 reactions. (1) The reactants are [Br:1][C:2]1[O:3][C:4](Br)=[CH:5][C:6]=1[C:7]([O:9][CH2:10][CH3:11])=[O:8].CC1(C)C(C)(C)OB([C:21]2[CH:26]=[CH:25][N:24]=[C:23]([NH:27][C:28](=[O:30])[CH3:29])[CH:22]=2)O1.C(=O)([O-])[O-].[Cs+].[Cs+]. The catalyst is O1CCOCC1.O.[Pd].C1(P(C2C=CC=CC=2)C2C=CC=CC=2)C=CC=CC=1.C1(P(C2C=CC=CC=2)C2C=CC=CC=2)C=CC=CC=1.C1(P(C2C=CC=CC=2)C2C=CC=CC=2)C=CC=CC=1.C1(P(C2C=CC=CC=2)C2C=CC=CC=2)C=CC=CC=1. The product is [C:28]([NH:27][C:23]1[CH:22]=[C:21]([C:4]2[O:3][C:2]([Br:1])=[C:6]([C:7]([O:9][CH2:10][CH3:11])=[O:8])[CH:5]=2)[CH:26]=[CH:25][N:24]=1)(=[O:30])[CH3:29]. The yield is 0.140. (2) The reactants are Cl[C:2]1[N:3]=[C:4]([N:18]2[CH2:22][CH2:21][CH:20]([N:23]([CH3:31])[C:24](=[O:30])[O:25][C:26]([CH3:29])([CH3:28])[CH3:27])[CH2:19]2)[C:5]2[CH2:10][CH2:9][CH:8]([C:11]3[CH:16]=[CH:15][C:14]([F:17])=[CH:13][CH:12]=3)[C:6]=2[N:7]=1.[Cl:32][C:33]1[N:34]=[CH:35][N:36]([C:38]2[CH:44]=[CH:43][C:41]([NH2:42])=[CH:40][C:39]=2[O:45][CH3:46])[CH:37]=1. No catalyst specified. The product is [Cl:32][C:33]1[N:34]=[CH:35][N:36]([C:38]2[CH:44]=[CH:43][C:41]([NH:42][C:2]3[N:3]=[C:4]([N:18]4[CH2:22][CH2:21][CH:20]([N:23]([CH3:31])[C:24](=[O:30])[O:25][C:26]([CH3:27])([CH3:29])[CH3:28])[CH2:19]4)[C:5]4[CH2:10][CH2:9][CH:8]([C:11]5[CH:12]=[CH:13][C:14]([F:17])=[CH:15][CH:16]=5)[C:6]=4[N:7]=3)=[CH:40][C:39]=2[O:45][CH3:46])[CH:37]=1. The yield is 0.495. (3) The product is [CH:10]1([C:8](=[O:9])[CH2:7][C:2](=[O:4])[CH3:1])[CH2:12][CH2:11]1. The yield is 0.700. The catalyst is C1COCC1. The reactants are [CH3:1][C:2](C)([O-:4])C.[K+].[CH3:7][C:8]([CH:10]1[CH2:12][CH2:11]1)=[O:9].C(OCC)(=O)C. (4) The reactants are [CH:1]1([C@@H:7]([NH:9][C:10]([C:12]2[C:21]3[C:16](=[CH:17][CH:18]=[CH:19][CH:20]=3)[N:15]=[C:14]([C:22]3[CH:27]=[CH:26][CH:25]=[CH:24][CH:23]=3)[C:13]=2[CH2:28][N:29]2[CH2:34][CH2:33][NH:32][CH2:31][CH2:30]2)=[O:11])[CH3:8])[CH2:6][CH2:5][CH2:4][CH2:3][CH2:2]1.[N:35]1([CH2:41][CH2:42][C:43](O)=[O:44])[CH2:40][CH2:39][CH2:38][CH2:37][CH2:36]1.C1CCC(N=C=NC2CCCCC2)CC1. The catalyst is C(Cl)Cl.CN(C1C=CN=CC=1)C. The product is [CH:1]1([C@@H:7]([NH:9][C:10]([C:12]2[C:21]3[C:16](=[CH:17][CH:18]=[CH:19][CH:20]=3)[N:15]=[C:14]([C:22]3[CH:23]=[CH:24][CH:25]=[CH:26][CH:27]=3)[C:13]=2[CH2:28][N:29]2[CH2:34][CH2:33][N:32]([C:43](=[O:44])[CH2:42][CH2:41][N:35]3[CH2:40][CH2:39][CH2:38][CH2:37][CH2:36]3)[CH2:31][CH2:30]2)=[O:11])[CH3:8])[CH2:6][CH2:5][CH2:4][CH2:3][CH2:2]1. The yield is 0.610. (5) The reactants are [O:1]1[C:6]2[CH:7]=[CH:8][CH:9]=[CH:10][C:5]=2[CH2:4][CH2:3][CH:2]1[CH:11]=O.[NH2:13][CH2:14][CH2:15][CH2:16][N:17]1[CH2:22][CH2:21][CH2:20][NH:19][C:18]1=[S:23].[C:24]([OH:29])(=[O:28])[C:25]([OH:27])=[O:26]. The catalyst is CO.[Pd]. The product is [C:24]([OH:29])(=[O:28])[C:25]([OH:27])=[O:26].[O:1]1[C:6]2[CH:7]=[CH:8][CH:9]=[CH:10][C:5]=2[CH2:4][CH2:3][CH:2]1[CH2:11][NH:13][CH2:14][CH2:15][CH2:16][N:17]1[CH2:22][CH2:21][CH2:20][NH:19][C:18]1=[S:23]. The yield is 0.0700. (6) The reactants are [CH2:1]([N:8]1[CH2:19][CH:18]2[CH2:20][CH:10]([CH2:11][C:12]3[CH:13]=[C:14]([O:21][CH3:22])[CH:15]=[CH:16][C:17]=32)[CH2:9]1)[C:2]1[CH:7]=[CH:6][CH:5]=[CH:4][CH:3]=1.[Br:23]Br. The catalyst is C(Cl)Cl. The product is [CH2:1]([N:8]1[CH2:19][CH:18]2[CH2:20][CH:10]([CH2:11][C:12]3[C:13]([Br:23])=[C:14]([O:21][CH3:22])[CH:15]=[CH:16][C:17]=32)[CH2:9]1)[C:2]1[CH:3]=[CH:4][CH:5]=[CH:6][CH:7]=1. The yield is 0.280.